Dataset: Reaction yield outcomes from USPTO patents with 853,638 reactions. Task: Predict the reaction yield, written as a fraction of the theoretical maximum amount of product (1.0 means a 100% yield; for example, 0.34 means a 34% yield). (1) The reactants are [Br:1][C:2]1[CH:16]=[C:15](/[CH:17]=[CH:18]/[CH:19]([C:24]2[CH:29]=[C:28]([Cl:30])[C:27]([Cl:31])=[C:26]([Cl:32])[CH:25]=2)[C:20]([F:23])([F:22])[F:21])[CH:14]=[CH:13][C:3]=1[C:4]([NH:6][CH:7]1[CH2:12][CH2:11][NH:10][CH2:9][CH2:8]1)=[O:5].C(N(CC)CC)C.[C:40](Cl)(=[O:42])[CH3:41]. The catalyst is C(Cl)Cl. The product is [C:40]([N:10]1[CH2:11][CH2:12][CH:7]([NH:6][C:4](=[O:5])[C:3]2[CH:13]=[CH:14][C:15](/[CH:17]=[CH:18]/[CH:19]([C:24]3[CH:25]=[C:26]([Cl:32])[C:27]([Cl:31])=[C:28]([Cl:30])[CH:29]=3)[C:20]([F:23])([F:21])[F:22])=[CH:16][C:2]=2[Br:1])[CH2:8][CH2:9]1)(=[O:42])[CH3:41]. The yield is 0.500. (2) The reactants are C([N:8]1[CH2:13][CH2:12][N:11]([C:14]2[C:15]3[S:22][CH:21]=[CH:20][C:16]=3[N:17]([CH3:19])[N:18]=2)[CH2:10][CH2:9]1)C1C=CC=CC=1.ClC(OC(Cl)=O)C. The catalyst is C(Cl)Cl. The product is [CH3:19][N:17]1[C:16]2[CH:20]=[CH:21][S:22][C:15]=2[C:14]([N:11]2[CH2:10][CH2:9][NH:8][CH2:13][CH2:12]2)=[N:18]1. The yield is 0.800. (3) The reactants are [F:1][C:2]1[CH:10]=[CH:9][C:8]([CH2:11][C:12]2[C:21]3[C:16](=[CH:17][CH:18]=[CH:19][CH:20]=3)[C:15](=[O:22])[NH:14][N:13]=2)=[CH:7][C:3]=1[C:4](O)=[O:5].ON1C2C=CC=CC=2N=N1.[CH3:33][NH:34][C:35]([C:37]1[N:38]=[C:39]([C:46]([F:49])([F:48])[F:47])[N:40]2[CH2:45][CH2:44][NH:43][CH2:42][C:41]=12)=[O:36].Cl.C(N=C=NCCCN(C)C)C.C(N(CC)C(C)C)(C)C. The catalyst is CN(C)C=O. The product is [F:1][C:2]1[CH:10]=[CH:9][C:8]([CH2:11][C:12]2[C:21]3[C:16](=[CH:17][CH:18]=[CH:19][CH:20]=3)[C:15](=[O:22])[NH:14][N:13]=2)=[CH:7][C:3]=1[C:4]([N:43]1[CH2:44][CH2:45][N:40]2[C:39]([C:46]([F:49])([F:47])[F:48])=[N:38][C:37]([C:35]([NH:34][CH3:33])=[O:36])=[C:41]2[CH2:42]1)=[O:5]. The yield is 0.610.